From a dataset of Forward reaction prediction with 1.9M reactions from USPTO patents (1976-2016). Predict the product of the given reaction. Given the reactants N[C:2]1[CH:10]=[CH:9][CH:8]=[C:7]([Cl:11])[C:3]=1[C:4]([OH:6])=[O:5].Cl.N([O-])=O.[Na+].[I-:17].[K+].S(=O)(=O)(O)O.S([O-])([O-])(=O)=S.[Na+].[Na+], predict the reaction product. The product is: [Cl:11][C:7]1[CH:8]=[CH:9][CH:10]=[C:2]([I:17])[C:3]=1[C:4]([OH:6])=[O:5].